This data is from Reaction yield outcomes from USPTO patents with 853,638 reactions. The task is: Predict the reaction yield, written as a fraction of the theoretical maximum amount of product (1.0 means a 100% yield; for example, 0.34 means a 34% yield). (1) The reactants are [CH3:1][O:2][C:3](=[O:34])[CH2:4][N:5]1[C:13]2[C:8](=[CH:9][C:10](Br)=[C:11]([S:14]([N:17]3[CH2:22][CH2:21][N:20]([C:23]4[CH:28]=[CH:27][C:26]([C:29]([F:32])([F:31])[F:30])=[CH:25][CH:24]=4)[CH2:19][CH2:18]3)(=[O:16])=[O:15])[CH:12]=2)[CH:7]=[CH:6]1.C(N(CC)CC)C. The catalyst is [Pd].[C]. The product is [CH3:1][O:2][C:3](=[O:34])[CH2:4][N:5]1[C:13]2[C:8](=[CH:9][CH:10]=[C:11]([S:14]([N:17]3[CH2:22][CH2:21][N:20]([C:23]4[CH:28]=[CH:27][C:26]([C:29]([F:32])([F:31])[F:30])=[CH:25][CH:24]=4)[CH2:19][CH2:18]3)(=[O:15])=[O:16])[CH:12]=2)[CH:7]=[CH:6]1. The yield is 0.830. (2) The reactants are C1C2C(CO[C:16]([NH:18][C@@H:19]3[CH:27]4[C:28](=[O:42])[CH2:29][C@H:30]([C:32]([O:34]CC5C=CC=CC=5)=[O:33])[CH2:31][N:25]5[C:26]4=[C:22]([CH:23]=[CH:24]5)[CH2:21][CH2:20]3)=[O:17])C3C(=CC=CC=3)C=2C=CC=1.[CH2:43](NCC)C.ClCCl.[C:51]([NH:54][C@H:55](C(O)=O)[C@H:56]([CH2:58][CH3:59])[CH3:57])(=[O:53])[CH3:52].C(Cl)CCl.[CH:67]1[CH:68]=[CH:69][C:70]2N(O)N=N[C:71]=2[CH:72]=1. The catalyst is CCOC(C)=O. The product is [C:51]([NH:54][C@H:55]([C:16]([NH:18][C@@H:19]1[CH:27]2[C:28](=[O:42])[CH2:29][C@H:30]([C:32]([O:34][CH2:43][C:71]3[CH:70]=[CH:69][CH:68]=[CH:67][CH:72]=3)=[O:33])[CH2:31][N:25]3[C:26]2=[C:22]([CH:23]=[CH:24]3)[CH2:21][CH2:20]1)=[O:17])[C@H:56]([CH2:58][CH3:59])[CH3:57])(=[O:53])[CH3:52]. The yield is 0.850. (3) The reactants are Br[C:2]1[CH:10]=[CH:9][CH:8]=[CH:7][C:3]=1[C:4]([OH:6])=[O:5].[CH3:11]I. No catalyst specified. The product is [CH3:11][C:2]1[CH:10]=[CH:9][CH:8]=[CH:7][C:3]=1[C:4]([OH:6])=[O:5]. The yield is 0.690. (4) The reactants are C1(S([CH2:10][C:11]#[N:12])(=O)=O)C=CC=CC=1.[CH:13]([C:15]1[CH:25]=[CH:24][C:18]([O:19][CH2:20][C:21]([OH:23])=[O:22])=[CH:17][CH:16]=1)=O.[N-:26]=[N+:27]=[N-:28].[Na+].O. The catalyst is CN(C=O)C.C(O)C. The product is [C:11]([C:10]1[NH:28][N:27]=[N:26][C:13]=1[C:15]1[CH:25]=[CH:24][C:18]([O:19][CH2:20][C:21]([OH:23])=[O:22])=[CH:17][CH:16]=1)#[N:12]. The yield is 0.370. (5) The product is [CH3:25][C:24]1[O:23][C:22]([C:26]2[CH:35]=[CH:34][C:29]([C:30]([O:32][CH3:33])=[O:31])=[CH:28][CH:27]=2)=[N:21][C:20]=1[CH2:19][S:14]([C:11]1[CH:10]=[CH:9][C:8]([CH2:7][N:4]2[CH2:5][CH2:6][O:1][CH2:2][CH2:3]2)=[CH:13][CH:12]=1)(=[O:16])=[O:15]. The yield is 0.570. The catalyst is CN(C)C=O. The reactants are [O:1]1[CH2:6][CH2:5][N:4]([CH2:7][C:8]2[CH:13]=[CH:12][C:11]([S:14]([O-:16])=[O:15])=[CH:10][CH:9]=2)[CH2:3][CH2:2]1.[Li+].Cl[CH2:19][C:20]1[N:21]=[C:22]([C:26]2[CH:35]=[CH:34][C:29]([C:30]([O:32][CH3:33])=[O:31])=[CH:28][CH:27]=2)[O:23][C:24]=1[CH3:25].C(=O)([O-])[O-].[K+].[K+].